This data is from NCI-60 drug combinations with 297,098 pairs across 59 cell lines. The task is: Regression. Given two drug SMILES strings and cell line genomic features, predict the synergy score measuring deviation from expected non-interaction effect. Drug 1: C1=CN(C(=O)N=C1N)C2C(C(C(O2)CO)O)O.Cl. Drug 2: CCC1(CC2CC(C3=C(CCN(C2)C1)C4=CC=CC=C4N3)(C5=C(C=C6C(=C5)C78CCN9C7C(C=CC9)(C(C(C8N6C=O)(C(=O)OC)O)OC(=O)C)CC)OC)C(=O)OC)O.OS(=O)(=O)O. Cell line: OVCAR-4. Synergy scores: CSS=6.48, Synergy_ZIP=-2.73, Synergy_Bliss=-2.57, Synergy_Loewe=-2.88, Synergy_HSA=-2.69.